This data is from Catalyst prediction with 721,799 reactions and 888 catalyst types from USPTO. The task is: Predict which catalyst facilitates the given reaction. (1) Product: [CH3:8][O:9][C:10]1[CH:17]=[C:16]([O:18][CH3:19])[CH:15]=[CH:14][C:11]=1[CH2:12][NH:1][CH2:2][CH2:3][CH2:4][CH2:5][CH2:6][OH:7]. The catalyst class is: 5. Reactant: [NH2:1][CH2:2][CH2:3][CH2:4][CH2:5][CH2:6][OH:7].[CH3:8][O:9][C:10]1[CH:17]=[C:16]([O:18][CH3:19])[CH:15]=[CH:14][C:11]=1[CH:12]=O.C(O)(=O)C.[BH4-].[Na+].C([O-])(O)=O.[Na+]. (2) Reactant: [ClH:1].O1CCOCC1.[CH2:8]([NH:10][C:11]1[NH:15][C:14]2[CH:16]=[C:17]([C:20]3[CH:21]=[CH:22][C:23]4[O:29][CH2:28][CH2:27][N:26](C(OC(C)(C)C)=O)[CH2:25][C:24]=4[CH:37]=3)[CH:18]=[CH:19][C:13]=2[N:12]=1)[CH3:9]. Product: [ClH:1].[ClH:1].[CH2:8]([NH:10][C:11]1[NH:12][C:13]2[CH:19]=[CH:18][C:17]([C:20]3[CH:21]=[CH:22][C:23]4[O:29][CH2:28][CH2:27][NH:26][CH2:25][C:24]=4[CH:37]=3)=[CH:16][C:14]=2[N:15]=1)[CH3:9]. The catalyst class is: 5. (3) Product: [CH3:23][O:24][C:25]1[CH:26]=[C:27]([N:34]2[CH2:39][CH2:38][C:37](=[O:40])[CH2:36][CH2:35]2)[CH:28]=[CH:29][C:30]=1[N+:31]([O-:33])=[O:32]. Reactant: CC(OI1(OC(C)=O)(OC(C)=O)OC(=O)C2C=CC=CC1=2)=O.[CH3:23][O:24][C:25]1[CH:26]=[C:27]([N:34]2[CH2:39][CH2:38][CH:37]([OH:40])[CH2:36][CH2:35]2)[CH:28]=[CH:29][C:30]=1[N+:31]([O-:33])=[O:32].[O-]S([O-])(=S)=O.[Na+].[Na+].C([O-])(O)=O.[Na+]. The catalyst class is: 2. (4) Reactant: Br[CH:2]1[CH2:7][O:6][CH2:5][CH2:4][O:3]1.[C:8]([O:11][C:12]1[CH:17]=[CH:16][C:15](B2OC(C)(C)C(C)(C)O2)=[CH:14][CH:13]=1)(=[O:10])[CH3:9].C(=O)(O)[O-].[Na+].[CH2:32]1[CH2:36]O[CH2:34][CH2:33]1. Product: [C:8]([O:11][C:12]1[CH:17]=[CH:16][C:15]([C:2]2[O:3][C:4]3[CH:36]=[CH:32][CH:33]=[CH:34][C:5]=3[O:6][CH:7]=2)=[CH:14][CH:13]=1)(=[O:10])[CH3:9]. The catalyst class is: 6.